Dataset: Catalyst prediction with 721,799 reactions and 888 catalyst types from USPTO. Task: Predict which catalyst facilitates the given reaction. (1) Reactant: [CH3:1][O:2][C:3]1[CH:4]=[C:5]2[C:10](=[CH:11][CH:12]=1)[CH:9]=[C:8]([C:13]#[C:14][C:15]1[CH:20]=[CH:19][C:18]([N:21]3[C:30](=[O:31])[C:29]4[C:24](=[CH:25][CH:26]=[CH:27][CH:28]=4)[N:23]=[C:22]3[CH3:32])=[C:17]([CH3:33])[CH:16]=1)[CH:7]=[CH:6]2.[CH3:34][O:35][C:36]1[CH:37]=[C:38]([CH:41]=[C:42]([O:46][CH3:47])[C:43]=1[O:44][CH3:45])[CH:39]=O. Product: [CH3:1][O:2][C:3]1[CH:4]=[C:5]2[C:10](=[CH:11][CH:12]=1)[CH:9]=[C:8]([C:13]#[C:14][C:15]1[CH:20]=[CH:19][C:18]([N:21]3[C:30](=[O:31])[C:29]4[C:24](=[CH:25][CH:26]=[CH:27][CH:28]=4)[N:23]=[C:22]3/[CH:32]=[CH:39]/[C:38]3[CH:41]=[C:42]([O:46][CH3:47])[C:43]([O:44][CH3:45])=[C:36]([O:35][CH3:34])[CH:37]=3)=[C:17]([CH3:33])[CH:16]=1)[CH:7]=[CH:6]2. The catalyst class is: 15. (2) Reactant: [C:1]([O:5][C:6]([NH:8][C@H:9]([C:27]([O:29][C:30]([CH3:33])([CH3:32])[CH3:31])=[O:28])[CH2:10][C@H:11]([CH2:19][C:20]1[CH:25]=[CH:24][C:23]([OH:26])=[CH:22][CH:21]=1)[C:12]([O:14][C:15]([CH3:18])([CH3:17])[CH3:16])=[O:13])=[O:7])([CH3:4])([CH3:3])[CH3:2].C(=O)([O-])[O-].[K+].[K+].[CH3:40][C:41]1[CH:46]=[CH:45][C:44]([S:47]([O:50][CH2:51][C:52]2([CH2:64]OS(C3C=CC(C)=CC=3)(=O)=O)[CH2:57][O:56][CH:55]([C:58]3[CH:63]=[CH:62][CH:61]=[CH:60][CH:59]=3)[O:54][CH2:53]2)(=[O:49])=[O:48])=[CH:43][CH:42]=1. Product: [C:1]([O:5][C:6]([NH:8][C@H:9]([C:27]([O:29][C:30]([CH3:33])([CH3:32])[CH3:31])=[O:28])[CH2:10][C@H:11]([CH2:19][C:20]1[CH:25]=[CH:24][C:23]([O:26][CH2:64][C:52]2([CH2:51][O:50][S:47]([C:44]3[CH:43]=[CH:42][C:41]([CH3:40])=[CH:46][CH:45]=3)(=[O:48])=[O:49])[CH2:57][O:56][CH:55]([C:58]3[CH:59]=[CH:60][CH:61]=[CH:62][CH:63]=3)[O:54][CH2:53]2)=[CH:22][CH:21]=1)[C:12]([O:14][C:15]([CH3:16])([CH3:18])[CH3:17])=[O:13])=[O:7])([CH3:2])([CH3:3])[CH3:4]. The catalyst class is: 9.